Task: Predict the product of the given reaction.. Dataset: Forward reaction prediction with 1.9M reactions from USPTO patents (1976-2016) (1) Given the reactants [CH3:1][C:2]([C@@H:4]1[CH2:9][CH:8]=[C:7]([CH2:10][OH:11])[CH2:6][CH2:5]1)=[CH2:3].CC(C)[O-].[Al+3].CC(C)[O-].CC(C)[O-].[N+](C1C=CC=CC=1C=O)([O-])=O.Cl, predict the reaction product. The product is: [CH3:3][C:2]([CH:4]1[CH2:5][CH:6]=[C:7]([CH:10]=[O:11])[CH2:8][CH2:9]1)=[CH2:1]. (2) Given the reactants [CH2:1]([O:4][C:5]1[N:10]=[C:9](Cl)[C:8]([F:12])=[CH:7][N:6]=1)[CH:2]=[CH2:3].C(N(CC)CC)C.O.[NH2:21][NH2:22].[CH3:23][C:24]1[CH:25]=[C:26]([CH:30]=[CH:31][CH:32]=1)[C:27](Cl)=[O:28], predict the reaction product. The product is: [CH2:1]([O:4][C:5]1[N:10]=[C:9]([C:26]2([CH:30]=[CH:31][CH:32]=[C:24]([CH3:23])[CH2:25]2)[C:27]([NH:21][NH2:22])=[O:28])[C:8]([F:12])=[CH:7][N:6]=1)[CH:2]=[CH2:3]. (3) Given the reactants [N:1]#[C:2]Br.[NH2:4][C:5]1[C:6]([OH:12])=[N:7][CH:8]=[C:9]([Br:11])[CH:10]=1, predict the reaction product. The product is: [Br:11][C:9]1[CH:10]=[C:5]2[N:4]=[C:2]([NH2:1])[O:12][C:6]2=[N:7][CH:8]=1. (4) Given the reactants [C:1]([O:5][C:6](=[O:14])[NH:7][CH:8]1[CH2:13][CH2:12][NH:11][CH2:10][CH2:9]1)([CH3:4])([CH3:3])[CH3:2].C(N(C(C)C)C(C)C)C.[CH2:24]1[CH2:33][C@H:32]2[N:27]([CH2:28][CH2:29][CH2:30][C@H:31]2[CH2:34]O)[CH2:26][CH2:25]1.[I-].C(C[P+](C)(C)C)#N, predict the reaction product. The product is: [C:1]([O:5][C:6](=[O:14])[NH:7][CH:8]1[CH2:13][CH2:12][N:11]([CH2:34][C@H:31]2[C@@H:32]3[N:27]([CH2:26][CH2:25][CH2:24][CH2:33]3)[CH2:28][CH2:29][CH2:30]2)[CH2:10][CH2:9]1)([CH3:4])([CH3:2])[CH3:3]. (5) Given the reactants Br.[CH:2]([C:5]1[N:6]=[C:7]2[CH:12]=[CH:11][C:10]([N+:13]([O-])=O)=[CH:9][N:8]2[CH:16]=1)([CH3:4])[CH3:3].[F:17][C:18]1[CH:23]=[CH:22][C:21]([C:24]2[CH:29]=[CH:28][C:27]([C:30](O)=[O:31])=[CH:26][CH:25]=2)=[CH:20][CH:19]=1, predict the reaction product. The product is: [F:17][C:18]1[CH:19]=[CH:20][C:21]([C:24]2[CH:29]=[CH:28][C:27]([C:30]([NH:13][C:10]3[CH:11]=[CH:12][C:7]4[N:8]([CH:16]=[C:5]([CH:2]([CH3:4])[CH3:3])[N:6]=4)[CH:9]=3)=[O:31])=[CH:26][CH:25]=2)=[CH:22][CH:23]=1. (6) The product is: [Br:1][C:2]1[CH:3]=[C:4]([N+:24]([O-:26])=[O:25])[C:5]([OH:22])=[C:6]([CH:21]=1)[CH:7]=[C:8]1[CH2:9][CH2:10][N:11]([C:14]([O:16][C:17]([CH3:18])([CH3:19])[CH3:20])=[O:15])[CH2:12][CH2:13]1. Given the reactants [Br:1][C:2]1[CH:3]=[C:4]([N+:24]([O-:26])=[O:25])[C:5]([O:22]C)=[C:6]([CH:21]=1)[CH:7]=[C:8]1[CH2:13][CH2:12][N:11]([C:14]([O:16][C:17]([CH3:20])([CH3:19])[CH3:18])=[O:15])[CH2:10][CH2:9]1.[Cl-].[Li+], predict the reaction product.